Dataset: TCR-epitope binding with 47,182 pairs between 192 epitopes and 23,139 TCRs. Task: Binary Classification. Given a T-cell receptor sequence (or CDR3 region) and an epitope sequence, predict whether binding occurs between them. (1) The epitope is ALSKGVHFV. The TCR CDR3 sequence is CASSQDGRGTGFPYEQYF. Result: 0 (the TCR does not bind to the epitope). (2) The epitope is LVLSVNPYV. The TCR CDR3 sequence is CASSLFLMGLAGGNEQFF. Result: 0 (the TCR does not bind to the epitope). (3) The epitope is ITEEVGHTDLMAAY. The TCR CDR3 sequence is CASSLDPGSSYNSPLHF. Result: 0 (the TCR does not bind to the epitope). (4) The epitope is YLDAYNMMI. The TCR CDR3 sequence is CASSSLSPYEQYF. Result: 1 (the TCR binds to the epitope). (5) The epitope is FLPRVFSAV. The TCR CDR3 sequence is CASSSGLAGGQAYEQYF. Result: 1 (the TCR binds to the epitope). (6) The epitope is YLQPRTFLL. The TCR CDR3 sequence is CASSLDSEQFF. Result: 1 (the TCR binds to the epitope). (7) The epitope is TTLPVNVAF. The TCR CDR3 sequence is CASSEYGNSQGFYEQYF. Result: 1 (the TCR binds to the epitope). (8) The epitope is TPINLVRDL. The TCR CDR3 sequence is CASSRGQGSYEQYF. Result: 1 (the TCR binds to the epitope). (9) The epitope is ILKEPVHGV. The TCR CDR3 sequence is CASSWGVNTEAFF. Result: 0 (the TCR does not bind to the epitope). (10) The epitope is ELAGIGILTV. The TCR CDR3 sequence is CASSLETGKWGEQYF. Result: 0 (the TCR does not bind to the epitope).